Dataset: Reaction yield outcomes from USPTO patents with 853,638 reactions. Task: Predict the reaction yield, written as a fraction of the theoretical maximum amount of product (1.0 means a 100% yield; for example, 0.34 means a 34% yield). (1) The reactants are [C:1]([O-:4])(=[O:3])[CH3:2].[C:1]([O-:4])(=[O:3])[CH3:2].[C:1]([O-:4])(=[O:3])[CH3:2].[C:1]([O-:4])(=[O:3])[CH3:2].[Pb+4].[CH2:18]([O:25][CH2:26][C@@H:27](C(O)=O)[NH:28][C:29]([O:31][CH2:32][C:33]1[CH:38]=[C:37]([O:39][CH3:40])[CH:36]=[CH:35][C:34]=1[O:41][CH3:42])=[O:30])[C:19]1[CH:24]=[CH:23][CH:22]=[CH:21][CH:20]=1. The catalyst is CN(C=O)C.C(OCC)(=O)C. The product is [C:1]([O:4][CH:27]([NH:28][C:29]([O:31][CH2:32][C:33]1[CH:38]=[C:37]([O:39][CH3:40])[CH:36]=[CH:35][C:34]=1[O:41][CH3:42])=[O:30])[CH2:26][O:25][CH2:18][C:19]1[CH:20]=[CH:21][CH:22]=[CH:23][CH:24]=1)(=[O:3])[CH3:2]. The yield is 0.990. (2) The reactants are Br[C:2]1[CH:17]=[CH:16][C:5]([O:6][CH2:7][CH2:8][CH2:9][N:10]2[CH2:14][CH2:13][CH2:12][C@H:11]2[CH3:15])=[C:4]([F:18])[CH:3]=1.[N:19]1([C:25]([C:27]2[CH:28]=[N:29][NH:30][CH:31]=2)=[O:26])[CH2:24][CH2:23][O:22][CH2:21][CH2:20]1.C(=O)([O-])[O-].[Cs+].[Cs+].CN[C@@H]1CCCC[C@H]1NC. The catalyst is CN(C)C=O.[Cu](I)I. The product is [F:18][C:4]1[CH:3]=[C:2]([N:29]2[CH:28]=[C:27]([C:25]([N:19]3[CH2:20][CH2:21][O:22][CH2:23][CH2:24]3)=[O:26])[CH:31]=[N:30]2)[CH:17]=[CH:16][C:5]=1[O:6][CH2:7][CH2:8][CH2:9][N:10]1[CH2:14][CH2:13][CH2:12][C@H:11]1[CH3:15]. The yield is 0.360. (3) The reactants are [CH3:1][S:2]([N:5]1[CH2:10][CH2:9][C:8]2[N:11]([CH2:24][CH2:25][CH:26]=O)[N:12]=[C:13]([C:14]3[CH:19]=[CH:18][C:17]([C:20]([F:23])([F:22])[F:21])=[CH:16][CH:15]=3)[C:7]=2[CH2:6]1)(=[O:4])=[O:3].[Cl:28][C:29]1[CH:34]=[CH:33][CH:32]=[C:31]([N+:35]([O-:37])=[O:36])[C:30]=1[N:38]1[CH2:43][CH2:42][NH:41][CH2:40][CH2:39]1.S([O-])([O-])(=O)=O.[Na+].[Na+].C(O[BH-](OC(=O)C)OC(=O)C)(=O)C.[Na+]. The catalyst is C(Cl)Cl. The product is [Cl:28][C:29]1[CH:34]=[CH:33][CH:32]=[C:31]([N+:35]([O-:37])=[O:36])[C:30]=1[N:38]1[CH2:43][CH2:42][N:41]([CH2:26][CH2:25][CH2:24][N:11]2[C:8]3[CH2:9][CH2:10][N:5]([S:2]([CH3:1])(=[O:4])=[O:3])[CH2:6][C:7]=3[C:13]([C:14]3[CH:19]=[CH:18][C:17]([C:20]([F:23])([F:22])[F:21])=[CH:16][CH:15]=3)=[N:12]2)[CH2:40][CH2:39]1. The yield is 0.490. (4) The reactants are [N+:1]([C:4]1[CH:5]=[C:6]([CH3:11])[C:7]([CH3:10])=[CH:8][CH:9]=1)([O-:3])=[O:2].C1C(=O)N(Br)C(=O)C1.C(OOC(=O)C1C=CC=CC=1)(=O)C1C=CC=CC=1.C([O-])([O-])=O.[Na+].[Na+].[CH2:44]([NH2:51])[C:45]1[CH:50]=[CH:49][CH:48]=[CH:47][CH:46]=1. The catalyst is CC(C)=O.O.C(Cl)(Cl)(Cl)Cl. The product is [CH2:44]([N:51]1[CH2:11][C:6]2[C:7](=[CH:8][CH:9]=[C:4]([N+:1]([O-:3])=[O:2])[CH:5]=2)[CH2:10]1)[C:45]1[CH:50]=[CH:49][CH:48]=[CH:47][CH:46]=1. The yield is 0.330. (5) The product is [C:27]([O:26][C:24](=[O:25])[NH:16][CH2:15][C@@H:13]1[CH2:14][C@H:12]1[C:3]1[C:4]2[C:8]([CH:9]=[CH:10][C:2]=1[F:1])=[N:7][N:6]([CH3:11])[CH:5]=2)([CH3:30])([CH3:29])[CH3:28]. The reactants are [F:1][C:2]1[CH:10]=[CH:9][C:8]2[C:4](=[CH:5][N:6]([CH3:11])[N:7]=2)[C:3]=1[C@@H:12]1[CH2:14][C@H:13]1[CH2:15][NH2:16].C(N(CC)CC)C.[C:24](O[C:24]([O:26][C:27]([CH3:30])([CH3:29])[CH3:28])=[O:25])([O:26][C:27]([CH3:30])([CH3:29])[CH3:28])=[O:25]. The catalyst is O1CCCC1. The yield is 0.990. (6) The reactants are [N:1]1([CH2:7][CH2:8][O:9][C:10]2[CH:15]=[CH:14][C:13]([NH2:16])=[CH:12][CH:11]=2)[CH2:6][CH2:5][CH2:4][CH2:3][CH2:2]1.O[CH:18]=[C:19]1[C:27]2[C:22](=[CH:23][CH:24]=[CH:25][CH:26]=2)[NH:21][C:20]1=[O:28]. No catalyst specified. The product is [N:1]1([CH2:7][CH2:8][O:9][C:10]2[CH:11]=[CH:12][C:13]([NH:16][CH:18]=[C:19]3[C:27]4[C:22](=[CH:23][CH:24]=[CH:25][CH:26]=4)[NH:21][C:20]3=[O:28])=[CH:14][CH:15]=2)[CH2:2][CH2:3][CH2:4][CH2:5][CH2:6]1. The yield is 0.800. (7) The reactants are [NH2:1][C:2]1[C:3]([C:12]([C:14]2[CH:19]=[CH:18][CH:17]=[C:16]([F:20])[CH:15]=2)=O)=[CH:4][CH:5]=[C:6]2[C:11]=1[N:10]=[CH:9][CH:8]=[CH:7]2.[CH3:21][NH:22][S:23](Cl)(=[O:25])=[O:24].[BH4-].[Na+]. The catalyst is N1C=CC=CC=1. The product is [F:20][C:16]1[CH:15]=[C:14]([CH:12]2[C:3]3[CH:4]=[CH:5][C:6]4[C:11](=[N:10][CH:9]=[CH:8][CH:7]=4)[C:2]=3[NH:1][S:23](=[O:25])(=[O:24])[N:22]2[CH3:21])[CH:19]=[CH:18][CH:17]=1. The yield is 0.390.